Dataset: Forward reaction prediction with 1.9M reactions from USPTO patents (1976-2016). Task: Predict the product of the given reaction. (1) Given the reactants [CH2:1]([C:3]([O:5][CH:6](I)[C:7]([O:9][CH:10]([CH3:12])[CH3:11])=[O:8])=[S:4])[CH3:2].[C:14]([OH:22])(=[O:21])[C:15]1[CH:20]=[CH:19][CH:18]=[CH:17][CH:16]=1.C(N(C(C)C)CC)(C)C, predict the reaction product. The product is: [CH2:1]([C:3]([O:5][CH:6]([O:22][C:14](=[O:21])[C:15]1[CH:20]=[CH:19][CH:18]=[CH:17][CH:16]=1)[C:7]([O:9][CH:10]([CH3:12])[CH3:11])=[O:8])=[S:4])[CH3:2]. (2) Given the reactants [Cl:1][C:2]1[CH:7]=[C:6]([C:8]([N:10]2[C:23]3[C:18](=[CH:19][C:20]([Cl:24])=[CH:21][CH:22]=3)[C:12]3([CH2:17][CH2:16][NH:15][CH2:14][CH2:13]3)[CH2:11]2)=[O:9])[CH:5]=[CH:4][N:3]=1.[Cl:25][C:26]1[CH:31]=[CH:30][C:29](/[C:32](/[Cl:36])=[CH:33]/[CH2:34]Cl)=[CH:28][CH:27]=1, predict the reaction product. The product is: [Cl:1][C:2]1[CH:7]=[C:6]([C:8]([N:10]2[C:23]3[C:18](=[CH:19][C:20]([Cl:24])=[CH:21][CH:22]=3)[C:12]3([CH2:13][CH2:14][N:15]([CH2:34]/[CH:33]=[C:32](/[C:29]4[CH:28]=[CH:27][C:26]([Cl:25])=[CH:31][CH:30]=4)\[Cl:36])[CH2:16][CH2:17]3)[CH2:11]2)=[O:9])[CH:5]=[CH:4][N:3]=1. (3) The product is: [C:1]([O:5][C:6](=[O:31])[NH:7][C@@H:8]([CH2:21][C:22]1[CH:23]=[CH:24][C:25]([N+:28]([O-:30])=[O:29])=[CH:26][CH:27]=1)[CH2:9][CH:11]1[C:12](=[O:20])[O:13][C:14]([CH3:18])([CH3:19])[O:15][C:16]1=[O:17])([CH3:2])([CH3:3])[CH3:4]. Given the reactants [C:1]([O:5][C:6](=[O:31])[NH:7][C@@H:8]([CH2:21][C:22]1[CH:27]=[CH:26][C:25]([N+:28]([O-:30])=[O:29])=[CH:24][CH:23]=1)[C:9](=[C:11]1[C:16](=[O:17])[O:15][C:14]([CH3:19])([CH3:18])[O:13][C:12]1=[O:20])O)([CH3:4])([CH3:3])[CH3:2].C(O)(=O)C.[BH4-].[Na+], predict the reaction product.